From a dataset of Full USPTO retrosynthesis dataset with 1.9M reactions from patents (1976-2016). Predict the reactants needed to synthesize the given product. (1) Given the product [CH2:1]([O:8][C:9]1[C:10]2[C:23](=[O:25])[NH:30][N:29]=[CH:21][C:11]=2[N:12]2[CH:17]([CH3:18])[CH2:16][N:15]([CH3:19])[C:14](=[O:20])[C:13]=12)[C:2]1[CH:3]=[CH:4][CH:5]=[CH:6][CH:7]=1, predict the reactants needed to synthesize it. The reactants are: [CH2:1]([O:8][C:9]1[C:10]([C:23]([O:25]CC)=O)=[C:11]([CH:21]=O)[N:12]2[CH:17]([CH3:18])[CH2:16][N:15]([CH3:19])[C:14](=[O:20])[C:13]=12)[C:2]1[CH:7]=[CH:6][CH:5]=[CH:4][CH:3]=1.O.[NH2:29][NH2:30]. (2) Given the product [Cl:1][C:2]1[CH:3]=[CH:4][C:5]2[NH:10][C:9](=[O:11])[O:8][C:7]([CH:14]3[CH2:16][CH2:15]3)([CH2:12][OH:18])[C:6]=2[CH:17]=1, predict the reactants needed to synthesize it. The reactants are: [Cl:1][C:2]1[CH:3]=[CH:4][C:5]2[NH:10][C:9](=[O:11])[O:8][C:7]([CH:14]3[CH2:16][CH2:15]3)([CH:12]=C)[C:6]=2[CH:17]=1.[O:18]=[O+][O-].[BH4-].[Na+].CC(C)=O. (3) Given the product [O:3]1[CH2:4][CH2:5][O:1][CH:2]1[CH2:6][N:7]([CH2:8][C:9]1[N:10]=[C:11]2[CH:16]=[C:15]([C:17]([F:18])([F:19])[F:20])[CH:14]=[CH:13][N:12]2[CH:21]=1)[C:32]([C:29]1[NH:30][CH:31]=[C:27]([C:25](=[O:26])[C:24]2[C:23]([F:22])=[CH:38][C:37]([F:39])=[CH:36][C:35]=2[F:40])[CH:28]=1)=[O:33], predict the reactants needed to synthesize it. The reactants are: [O:1]1[CH2:5][CH2:4][O:3][CH:2]1[CH2:6][NH:7][CH2:8][C:9]1[N:10]=[C:11]2[CH:16]=[C:15]([C:17]([F:20])([F:19])[F:18])[CH:14]=[CH:13][N:12]2[CH:21]=1.[F:22][C:23]1[CH:38]=[C:37]([F:39])[CH:36]=[C:35]([F:40])[C:24]=1[C:25]([C:27]1[CH:28]=[C:29]([C:32](O)=[O:33])[NH:30][CH:31]=1)=[O:26].C(Cl)CCl.C1C=CC2N(O)N=NC=2C=1.C(N(CC)CC)C. (4) Given the product [CH2:1]([O:8][CH2:9][CH2:10][C:11]1[CH:16]=[CH:15][C:14]([CH:25]=[O:26])=[CH:13][CH:12]=1)[C:2]1[CH:7]=[CH:6][CH:5]=[CH:4][CH:3]=1, predict the reactants needed to synthesize it. The reactants are: [CH2:1]([O:8][CH2:9][CH2:10][C:11]1[CH:16]=[CH:15][C:14](Br)=[CH:13][CH:12]=1)[C:2]1[CH:7]=[CH:6][CH:5]=[CH:4][CH:3]=1.C([Li])CCC.CN(C)[CH:25]=[O:26].[Cl-].[NH4+]. (5) The reactants are: Cl[CH:2]([C:8](=O)[CH2:9][CH2:10][C:11]1[CH:16]=[CH:15][CH:14]=[CH:13][CH:12]=1)[C:3]([O:5][CH2:6][CH3:7])=[O:4].[C:18]([NH2:21])(=[O:20])[CH3:19]. Given the product [CH3:19][C:18]1[O:20][C:2]([C:3]([O:5][CH2:6][CH3:7])=[O:4])=[C:8]([CH2:9][CH2:10][C:11]2[CH:16]=[CH:15][CH:14]=[CH:13][CH:12]=2)[N:21]=1, predict the reactants needed to synthesize it. (6) Given the product [C:19]([NH:18][C:14]1[CH:13]=[C:12]([C:11]#[C:10][C:3]2[C:2]([NH:1][C:24](=[O:25])[C:23]([F:34])([F:33])[F:22])=[C:7]([O:8][CH3:9])[CH:6]=[CH:5][N:4]=2)[CH:17]=[CH:16][N:15]=1)(=[O:21])[CH3:20], predict the reactants needed to synthesize it. The reactants are: [NH2:1][C:2]1[C:3]([C:10]#[C:11][C:12]2[CH:17]=[CH:16][N:15]=[C:14]([NH:18][C:19](=[O:21])[CH3:20])[CH:13]=2)=[N:4][CH:5]=[CH:6][C:7]=1[O:8][CH3:9].[F:22][C:23]([F:34])([F:33])[C:24](O[C:24](=[O:25])[C:23]([F:34])([F:33])[F:22])=[O:25].CCOCC.